Dataset: Full USPTO retrosynthesis dataset with 1.9M reactions from patents (1976-2016). Task: Predict the reactants needed to synthesize the given product. (1) Given the product [Cl:12][C:9]1[CH:10]=[N:11][C:2]([CH2:19][C:18]2[CH:21]=[CH:22][C:15]([F:14])=[CH:16][CH:17]=2)=[C:3]([CH:8]=1)[C:4]([O:6][CH3:7])=[O:5], predict the reactants needed to synthesize it. The reactants are: Cl[C:2]1[N:11]=[CH:10][C:9]([Cl:12])=[CH:8][C:3]=1[C:4]([O:6][CH3:7])=[O:5].[Cl-].[F:14][C:15]1[CH:22]=[CH:21][C:18]([CH2:19][Zn+])=[CH:17][CH:16]=1.O. (2) Given the product [C:20]([O:23][C@@H:24]1[C@H:28]([CH2:29][CH2:30][CH2:31][CH2:32][CH2:33][CH2:34][C:35]([O:37][CH3:38])=[O:36])[C@@H:27](/[CH:39]=[CH:7]/[C:8](=[O:16])[C:9]([F:14])([F:15])[CH2:10][CH2:11][CH2:12][CH3:13])[C@H:26]([O:41][CH:42]2[CH2:47][CH2:46][CH2:45][CH2:44][O:43]2)[CH2:25]1)(=[O:22])[CH3:21], predict the reactants needed to synthesize it. The reactants are: COP([CH2:7][C:8](=[O:16])[C:9]([F:15])([F:14])[CH2:10][CH2:11][CH2:12][CH3:13])(=O)OC.O.[OH-].[Li+].[C:20]([O:23][C@@H:24]1[C@H:28]([CH2:29][CH2:30][CH2:31][CH2:32][CH2:33][CH2:34][C:35]([O:37][CH3:38])=[O:36])[C@@H:27]([CH:39]=O)[C@H:26]([O:41][CH:42]2[CH2:47][CH2:46][CH2:45][CH2:44][O:43]2)[CH2:25]1)(=[O:22])[CH3:21].O. (3) The reactants are: Br[C:2]1[C:3]([N:22]2[CH2:26][CH2:25][C@H:24]([CH2:27][OH:28])[CH2:23]2)=[N:4][CH:5]=[C:6]([CH:21]=1)[C:7]([NH:9][C:10]1[CH:15]=[CH:14][C:13]([O:16][C:17]([F:20])([F:19])[F:18])=[CH:12][CH:11]=1)=[O:8].[Cl:29][C:30]1[N:35]=[CH:34][C:33](B(O)O)=[CH:32][CH:31]=1. Given the product [Cl:29][C:30]1[N:35]=[CH:34][C:33]([C:2]2[C:3]([N:22]3[CH2:26][CH2:25][C@H:24]([CH2:27][OH:28])[CH2:23]3)=[N:4][CH:5]=[C:6]([C:7]([NH:9][C:10]3[CH:15]=[CH:14][C:13]([O:16][C:17]([F:19])([F:18])[F:20])=[CH:12][CH:11]=3)=[O:8])[CH:21]=2)=[CH:32][CH:31]=1, predict the reactants needed to synthesize it. (4) Given the product [ClH:22].[ClH:22].[O:21]=[S:17]1(=[O:20])[CH2:16][CH2:15][CH:14]([N:11]2[CH2:12][CH2:13][NH:8][CH2:9][CH2:10]2)[CH2:19][CH2:18]1, predict the reactants needed to synthesize it. The reactants are: C(OC([N:8]1[CH2:13][CH2:12][N:11]([CH:14]2[CH2:19][CH2:18][S:17](=[O:21])(=[O:20])[CH2:16][CH2:15]2)[CH2:10][CH2:9]1)=O)(C)(C)C.[ClH:22].O1CCOCC1. (5) Given the product [Cl:20][C:15]1[C:16]([O:18][CH3:19])=[CH:17][C:12]2[O:11][CH:10]([C:21]([N:23]3[CH2:24][CH2:25][C:26]([CH2:31][C:32]4[CH:33]=[CH:34][C:35]([F:38])=[CH:36][CH:37]=4)([CH2:29][OH:30])[CH2:27][CH2:28]3)=[O:22])[CH2:9][NH:8][C:13]=2[CH:14]=1, predict the reactants needed to synthesize it. The reactants are: C(OC([N:8]1[C:13]2[CH:14]=[C:15]([Cl:20])[C:16]([O:18][CH3:19])=[CH:17][C:12]=2[O:11][CH:10]([C:21]([N:23]2[CH2:28][CH2:27][C:26]([CH2:31][C:32]3[CH:37]=[CH:36][C:35]([F:38])=[CH:34][CH:33]=3)([CH2:29][OH:30])[CH2:25][CH2:24]2)=[O:22])[CH2:9]1)=O)(C)(C)C.FC(F)(F)C(O)=O. (6) Given the product [CH3:1][N:2]1[CH:6]([C:7]([O:9][CH3:10])=[O:8])[CH2:5][N:4]([C:23]2[N:28]=[CH:27][CH:26]=[CH:25][N:24]=2)[C:3]1=[O:11], predict the reactants needed to synthesize it. The reactants are: [CH3:1][N:2]1[CH:6]([C:7]([O:9][CH3:10])=[O:8])[CH2:5][NH:4][C:3]1=[O:11].C[Si](C)(C)[N-][Si](C)(C)C.[Li+].Br[C:23]1[N:28]=[CH:27][CH:26]=[CH:25][N:24]=1.